From a dataset of Forward reaction prediction with 1.9M reactions from USPTO patents (1976-2016). Predict the product of the given reaction. (1) Given the reactants [F:1][C:2]1[CH:7]=[CH:6][CH:5]=[C:4]([F:8])[C:3]=1[N:9]1[C:14]2[N:15]=[C:16]([NH:28][CH2:29][CH2:30][N:31]([CH3:33])[CH3:32])[N:17]=[C:18]([C:19]3[CH:20]=[C:21]([CH:25]=[CH:26][CH:27]=3)[C:22](O)=[O:23])[C:13]=2[CH2:12][NH:11][C:10]1=[O:34].[F:35][C:36]1[CH:42]=[CH:41][C:39]([NH2:40])=[CH:38][CH:37]=1.CN(C(ON1N=NC2C=CC=NC1=2)=[N+](C)C)C.F[P-](F)(F)(F)(F)F.C(N(C(C)C)CC)(C)C, predict the reaction product. The product is: [F:8][C:4]1[CH:5]=[CH:6][CH:7]=[C:2]([F:1])[C:3]=1[N:9]1[C:14]2[N:15]=[C:16]([NH:28][CH2:29][CH2:30][N:31]([CH3:33])[CH3:32])[N:17]=[C:18]([C:19]3[CH:20]=[C:21]([CH:25]=[CH:26][CH:27]=3)[C:22]([NH:40][C:39]3[CH:41]=[CH:42][C:36]([F:35])=[CH:37][CH:38]=3)=[O:23])[C:13]=2[CH2:12][NH:11][C:10]1=[O:34]. (2) The product is: [C:23]([O:26][CH2:27][C:28]1[CH:45]=[CH:44][C:43]([CH2:46][OH:47])=[CH:42][C:29]=1[C:30]([O:32][CH2:33][C:34]1[CH:39]=[CH:38][C:37]([O:40][CH3:41])=[CH:36][CH:35]=1)=[O:31])(=[O:25])[CH3:24]. Given the reactants [F-].C([N+](CCCC)(CCCC)CCCC)CCC.C(O)(=O)C.[C:23]([O:26][CH2:27][C:28]1[CH:45]=[CH:44][C:43]([CH2:46][O:47][Si](C(C)(C)C)(C)C)=[CH:42][C:29]=1[C:30]([O:32][CH2:33][C:34]1[CH:39]=[CH:38][C:37]([O:40][CH3:41])=[CH:36][CH:35]=1)=[O:31])(=[O:25])[CH3:24], predict the reaction product. (3) Given the reactants [I:1][C:2]1[N:7]=[CH:6][N:5]=[C:4]([N:8]2[CH2:13][CH2:12][N:11]([C:14]([O:16][C:17]([CH3:20])([CH3:19])[CH3:18])=[O:15])[CH2:10][CH2:9]2)[C:3]=1[C@@H:21]([CH2:23][C:24]([O:26]C)=[O:25])[CH3:22].O.[OH-].[Li+].Cl, predict the reaction product. The product is: [C:17]([O:16][C:14]([N:11]1[CH2:10][CH2:9][N:8]([C:4]2[C:3]([C@H:21]([CH3:22])[CH2:23][C:24]([OH:26])=[O:25])=[C:2]([I:1])[N:7]=[CH:6][N:5]=2)[CH2:13][CH2:12]1)=[O:15])([CH3:20])([CH3:18])[CH3:19]. (4) Given the reactants [CH2:1]([O:4][C:5](=[O:40])[C@@H:6]([NH:32][C:33]([O:35][C:36]([CH3:39])([CH3:38])[CH3:37])=[O:34])[CH2:7][C:8]1[CH:31]=[CH:30][C:11]([O:12][C:13]([NH:15][CH2:16][CH2:17][C@H:18]([NH:22][C:23]([O:25][C:26]([CH3:29])([CH3:28])[CH3:27])=[O:24])[C:19](O)=[O:20])=[O:14])=[CH:10][CH:9]=1)[CH:2]=[CH2:3].[C:41]([S:60][CH2:61][CH2:62][NH2:63])([C:54]1[CH:59]=[CH:58][CH:57]=[CH:56][CH:55]=1)([C:48]1[CH:53]=[CH:52][CH:51]=[CH:50][CH:49]=1)[C:42]1[CH:47]=[CH:46][CH:45]=[CH:44][CH:43]=1.C(N(CC)C(C)C)(C)C.CN(C(ON1N=NC2C=CC=NC1=2)=[N+](C)C)C.F[P-](F)(F)(F)(F)F, predict the reaction product. The product is: [CH2:1]([O:4][C:5](=[O:40])[C@H:6]([CH2:7][C:8]1[CH:9]=[CH:10][C:11]([O:12][C:13](=[O:14])[NH:15][CH2:16][CH2:17][C@H:18]([NH:22][C:23]([O:25][C:26]([CH3:29])([CH3:28])[CH3:27])=[O:24])[C:19](=[O:20])[NH:63][CH2:62][CH2:61][S:60][C:41]([C:48]2[CH:53]=[CH:52][CH:51]=[CH:50][CH:49]=2)([C:54]2[CH:55]=[CH:56][CH:57]=[CH:58][CH:59]=2)[C:42]2[CH:47]=[CH:46][CH:45]=[CH:44][CH:43]=2)=[CH:30][CH:31]=1)[NH:32][C:33]([O:35][C:36]([CH3:39])([CH3:38])[CH3:37])=[O:34])[CH:2]=[CH2:3].